Dataset: NCI-60 drug combinations with 297,098 pairs across 59 cell lines. Task: Regression. Given two drug SMILES strings and cell line genomic features, predict the synergy score measuring deviation from expected non-interaction effect. (1) Drug 1: CC1OCC2C(O1)C(C(C(O2)OC3C4COC(=O)C4C(C5=CC6=C(C=C35)OCO6)C7=CC(=C(C(=C7)OC)O)OC)O)O. Drug 2: C1=NC(=NC(=O)N1C2C(C(C(O2)CO)O)O)N. Cell line: RPMI-8226. Synergy scores: CSS=59.2, Synergy_ZIP=2.67, Synergy_Bliss=2.77, Synergy_Loewe=3.34, Synergy_HSA=7.17. (2) Drug 1: C1=CC(=CC=C1C#N)C(C2=CC=C(C=C2)C#N)N3C=NC=N3. Drug 2: CCC1(CC2CC(C3=C(CCN(C2)C1)C4=CC=CC=C4N3)(C5=C(C=C6C(=C5)C78CCN9C7C(C=CC9)(C(C(C8N6C)(C(=O)OC)O)OC(=O)C)CC)OC)C(=O)OC)O.OS(=O)(=O)O. Cell line: SF-539. Synergy scores: CSS=8.29, Synergy_ZIP=1.51, Synergy_Bliss=-4.69, Synergy_Loewe=-40.4, Synergy_HSA=-1.44. (3) Drug 1: C1CCC(C1)C(CC#N)N2C=C(C=N2)C3=C4C=CNC4=NC=N3. Drug 2: C1=NNC2=C1C(=O)NC=N2. Cell line: CCRF-CEM. Synergy scores: CSS=13.8, Synergy_ZIP=-4.68, Synergy_Bliss=-2.92, Synergy_Loewe=-6.80, Synergy_HSA=-4.37. (4) Drug 1: CC1OCC2C(O1)C(C(C(O2)OC3C4COC(=O)C4C(C5=CC6=C(C=C35)OCO6)C7=CC(=C(C(=C7)OC)O)OC)O)O. Drug 2: C1=NC2=C(N=C(N=C2N1C3C(C(C(O3)CO)O)O)F)N. Cell line: LOX IMVI. Synergy scores: CSS=28.2, Synergy_ZIP=1.74, Synergy_Bliss=-0.635, Synergy_Loewe=-16.0, Synergy_HSA=-2.72. (5) Drug 1: CN1C(=O)N2C=NC(=C2N=N1)C(=O)N. Drug 2: C1=NC2=C(N1)C(=S)N=CN2. Cell line: SK-MEL-5. Synergy scores: CSS=13.4, Synergy_ZIP=-5.18, Synergy_Bliss=0.794, Synergy_Loewe=-7.08, Synergy_HSA=1.77. (6) Drug 1: CC1=CC2C(CCC3(C2CCC3(C(=O)C)OC(=O)C)C)C4(C1=CC(=O)CC4)C. Drug 2: CCCCCOC(=O)NC1=NC(=O)N(C=C1F)C2C(C(C(O2)C)O)O. Cell line: HCC-2998. Synergy scores: CSS=6.16, Synergy_ZIP=-1.39, Synergy_Bliss=-2.66, Synergy_Loewe=-5.94, Synergy_HSA=-5.67.